Dataset: NCI-60 drug combinations with 297,098 pairs across 59 cell lines. Task: Regression. Given two drug SMILES strings and cell line genomic features, predict the synergy score measuring deviation from expected non-interaction effect. Drug 1: CC12CCC3C(C1CCC2=O)CC(=C)C4=CC(=O)C=CC34C. Drug 2: CCC1(CC2CC(C3=C(CCN(C2)C1)C4=CC=CC=C4N3)(C5=C(C=C6C(=C5)C78CCN9C7C(C=CC9)(C(C(C8N6C=O)(C(=O)OC)O)OC(=O)C)CC)OC)C(=O)OC)O.OS(=O)(=O)O. Cell line: SK-MEL-5. Synergy scores: CSS=54.6, Synergy_ZIP=3.44, Synergy_Bliss=3.99, Synergy_Loewe=-5.75, Synergy_HSA=6.27.